Predict the reaction yield, written as a fraction of the theoretical maximum amount of product (1.0 means a 100% yield; for example, 0.34 means a 34% yield). From a dataset of Reaction yield outcomes from USPTO patents with 853,638 reactions. (1) The reactants are [F-].C([N+](CCCC)(CCCC)CCCC)CCC.[C:19]([C:21]1[N:22]([Si](C(C)C)(C(C)C)C(C)C)[C:23]2[C:28]([CH:29]=1)=[CH:27][C:26]([N:30]1[C@@H:39]3[C@H:34]([CH2:35][CH2:36][CH2:37][CH2:38]3)[NH:33][C:32]([CH3:41])([CH3:40])[CH2:31]1)=[CH:25][CH:24]=2)#[N:20]. The catalyst is O1CCCC1. The product is [C:19]([C:21]1[NH:22][C:23]2[C:28]([CH:29]=1)=[CH:27][C:26]([N:30]1[C@@H:39]3[C@H:34]([CH2:35][CH2:36][CH2:37][CH2:38]3)[NH:33][C:32]([CH3:41])([CH3:40])[CH2:31]1)=[CH:25][CH:24]=2)#[N:20]. The yield is 0.270. (2) The reactants are [F:1][C:2]1[CH:10]=[CH:9][C:8]([CH:11]=[O:12])=[CH:7][C:3]=1[C:4](O)=[O:5].S(Cl)(Cl)=O.[CH3:17][NH:18][CH3:19]. The catalyst is C(Cl)Cl. The product is [F:1][C:2]1[CH:10]=[CH:9][C:8]([CH:11]=[O:12])=[CH:7][C:3]=1[C:4]([N:18]([CH3:19])[CH3:17])=[O:5]. The yield is 0.760. (3) The reactants are CO[C:3]1[CH:11]=[CH:10][C:6]([C:7](Cl)=O)=[C:5]([CH3:12])[CH:4]=1.[CH2:13]([NH:15]CC)C. The catalyst is C(Cl)Cl. The product is [CH:7]1[C:6]2[C:5](=[CH:4][CH:3]=[CH:11][CH:10]=2)[CH:12]=[CH:13][N:15]=1. The yield is 0.980. (4) The reactants are [C:1]1(O)[CH:6]=[CH:5][CH:4]=[CH:3][CH:2]=1.C(N([CH2:13][CH3:14])CC)C.Cl[C:16](OC)=[O:17]. The catalyst is CN(C1C=CN=CC=1)C.C(Cl)Cl. The product is [C:16]1(=[O:17])[C:6]2[C:1](=[CH:2][CH:3]=[CH:4][CH:5]=2)[CH2:14][CH2:13]1. The yield is 0.990. (5) The reactants are [NH2:1][C@@H:2]([CH3:19])[CH2:3][N:4]1[CH:8]=[CH:7][C:6]([C:9]2[CH:16]=[CH:15][C:12]([C:13]#[N:14])=[C:11]([Cl:17])[C:10]=2[CH3:18])=[N:5]1.[S:20]1[CH:24]=[C:23]([C:25]([O-])=[O:26])[N:22]=[C:21]1[C:28]([O:30][CH2:31][CH3:32])=[O:29]. No catalyst specified. The product is [Cl:17][C:11]1[C:10]([CH3:18])=[C:9]([C:6]2[CH:7]=[CH:8][N:4]([CH2:3][C@@H:2]([NH:1][C:25]([C:23]3[N:22]=[C:21]([C:28]([O:30][CH2:31][CH3:32])=[O:29])[S:20][CH:24]=3)=[O:26])[CH3:19])[N:5]=2)[CH:16]=[CH:15][C:12]=1[C:13]#[N:14]. The yield is 0.161.